Dataset: Peptide-MHC class I binding affinity with 185,985 pairs from IEDB/IMGT. Task: Regression. Given a peptide amino acid sequence and an MHC pseudo amino acid sequence, predict their binding affinity value. This is MHC class I binding data. The peptide sequence is AVFPRYHPR. The MHC is HLA-B18:01 with pseudo-sequence HLA-B18:01. The binding affinity (normalized) is 0.0847.